This data is from Forward reaction prediction with 1.9M reactions from USPTO patents (1976-2016). The task is: Predict the product of the given reaction. Given the reactants [CH3:1][C:2]([C:4]1[CH:9]=[CH:8][C:7]([I:10])=[CH:6][CH:5]=1)=[O:3].[CH:11](=O)[C:12]1[CH:17]=[CH:16][CH:15]=[CH:14][CH:13]=1.[OH-].[K+], predict the reaction product. The product is: [I:10][C:7]1[CH:8]=[CH:9][C:4]([C:2](=[O:3])[CH:1]=[CH:11][C:12]2[CH:17]=[CH:16][CH:15]=[CH:14][CH:13]=2)=[CH:5][CH:6]=1.